This data is from Peptide-MHC class I binding affinity with 185,985 pairs from IEDB/IMGT. The task is: Regression. Given a peptide amino acid sequence and an MHC pseudo amino acid sequence, predict their binding affinity value. This is MHC class I binding data. (1) The MHC is Patr-B2401 with pseudo-sequence Patr-B2401. The binding affinity (normalized) is 0.245. The peptide sequence is CDLDPQARVA. (2) The peptide sequence is TTTLFLHLV. The MHC is H-2-Kb with pseudo-sequence H-2-Kb. The binding affinity (normalized) is 0.217. (3) The peptide sequence is APPGDPPQPEY. The MHC is Mamu-A01 with pseudo-sequence Mamu-A01. The binding affinity (normalized) is 0. (4) The peptide sequence is RVLDCRTAF. The MHC is HLA-B07:02 with pseudo-sequence HLA-B07:02. The binding affinity (normalized) is 0.493. (5) The binding affinity (normalized) is 0.00410. The MHC is HLA-B35:03 with pseudo-sequence HLA-B35:03. The peptide sequence is VPLDEDFRKY. (6) The peptide sequence is IPRLGGMAF. The MHC is HLA-B45:06 with pseudo-sequence HLA-B45:06. The binding affinity (normalized) is 0.213. (7) The peptide sequence is QCFSVVLRY. The MHC is HLA-A25:01 with pseudo-sequence HLA-A25:01. The binding affinity (normalized) is 0.0847. (8) The peptide sequence is IQRFSSLRR. The MHC is HLA-A31:01 with pseudo-sequence HLA-A31:01. The binding affinity (normalized) is 0.628. (9) The peptide sequence is FHNEFTQRL. The MHC is HLA-A69:01 with pseudo-sequence HLA-A69:01. The binding affinity (normalized) is 0.0847. (10) The peptide sequence is QFLSFASLF. The MHC is HLA-B18:01 with pseudo-sequence HLA-B18:01. The binding affinity (normalized) is 0.0847.